This data is from Forward reaction prediction with 1.9M reactions from USPTO patents (1976-2016). The task is: Predict the product of the given reaction. (1) The product is: [C:1]([O:5][C:6]([N:8]1[CH2:12][CH:11]([O:13][C:26](=[O:27])[C:25]([CH3:30])([CH3:29])[CH3:24])[CH2:10][N:9]1[C:14]([O:16][CH2:17][C:18]1[CH:23]=[CH:22][CH:21]=[CH:20][CH:19]=1)=[O:15])=[O:7])([CH3:4])([CH3:2])[CH3:3]. Given the reactants [C:1]([O:5][C:6]([N:8]1[CH2:12][CH:11]([OH:13])[CH2:10][N:9]1[C:14]([O:16][CH2:17][C:18]1[CH:23]=[CH:22][CH:21]=[CH:20][CH:19]=1)=[O:15])=[O:7])([CH3:4])([CH3:3])[CH3:2].[CH3:24][C:25]([CH3:30])([CH3:29])[C:26](Cl)=[O:27].ClCCl, predict the reaction product. (2) Given the reactants [CH3:1][C:2]1[CH:3]=[CH:4][C:5]([S:9][C:10]2[CH:11]=[CH:12][CH:13]=[CH:14][C:15]=2[N:16]2[CH2:21][CH2:20][NH:19][CH2:18][CH2:17]2)=[C:6]([CH3:8])[CH:7]=1.[BrH:22], predict the reaction product. The product is: [BrH:22].[CH3:8][C:6]1[CH:7]=[C:2]([CH3:1])[CH:3]=[CH:4][C:5]=1[S:9][C:10]1[CH:11]=[CH:12][CH:13]=[CH:14][C:15]=1[N:16]1[CH2:17][CH2:18][NH:19][CH2:20][CH2:21]1. (3) Given the reactants C([O:3][C:4](=[O:38])[CH2:5][NH:6][C:7]1[CH:12]=[C:11]([CH:13]2[CH2:18][CH2:17][CH2:16][N:15]([C:19]([C:21]3[S:25][C:24]([C:26]4[CH:31]=[CH:30][C:29]([C:32]([F:35])([F:34])[F:33])=[CH:28][CH:27]=4)=[N:23][C:22]=3[CH3:36])=[O:20])[CH2:14]2)[CH:10]=[CH:9][C:8]=1[CH3:37])C.C(=O)([O-])[O-].[K+].[K+].CO, predict the reaction product. The product is: [CH3:37][C:8]1[CH:9]=[CH:10][C:11]([CH:13]2[CH2:18][CH2:17][CH2:16][N:15]([C:19]([C:21]3[S:25][C:24]([C:26]4[CH:31]=[CH:30][C:29]([C:32]([F:35])([F:33])[F:34])=[CH:28][CH:27]=4)=[N:23][C:22]=3[CH3:36])=[O:20])[CH2:14]2)=[CH:12][C:7]=1[NH:6][CH2:5][C:4]([OH:38])=[O:3].